From a dataset of Reaction yield outcomes from USPTO patents with 853,638 reactions. Predict the reaction yield, written as a fraction of the theoretical maximum amount of product (1.0 means a 100% yield; for example, 0.34 means a 34% yield). (1) The reactants are [H-].[Na+].[I-].[CH3:4][S+](C)(C)=O.[CH3:9][N:10]1[C:18]2[C:13](=[CH:14][CH:15]=[CH:16][CH:17]=2)[C:12](/[CH:19]=[CH:20]/[C:21]([O:23][CH2:24][CH3:25])=[O:22])=[CH:11]1.O. The catalyst is CS(C)=O. The product is [CH3:9][N:10]1[C:18]2[C:13](=[CH:14][CH:15]=[CH:16][CH:17]=2)[C:12]([C@@H:19]2[CH2:4][C@H:20]2[C:21]([O:23][CH2:24][CH3:25])=[O:22])=[CH:11]1. The yield is 0.210. (2) The reactants are C([Si]([S:11][C:12]1[CH:13]=[C:14]2[C:18](=[CH:19][CH:20]=1)[N:17]([CH3:21])[N:16]=[CH:15]2)(C(C)C)C(C)C)(C)C.C(=O)([O-])[O-].[K+].[K+].[F-].[Cs+].F[C:31]1[CH:38]=[CH:37][C:36]([F:39])=[CH:35][C:32]=1[C:33]#[N:34]. The catalyst is CN(C=O)C. The product is [CH3:21][N:17]1[C:18]2[C:14](=[CH:13][C:12]([S:11][C:31]3[CH:38]=[CH:37][C:36]([F:39])=[CH:35][C:32]=3[C:33]#[N:34])=[CH:20][CH:19]=2)[CH:15]=[N:16]1. The yield is 0.750. (3) The reactants are C(O)(=O)C(C)(C)C.C(=O)([O-])[O-].[K+].[K+].Br[C:15]1[CH:33]=[CH:32][C:31]([Cl:34])=[CH:30][C:16]=1[CH2:17][O:18][C:19]1[CH:28]=[CH:27][CH:26]=[C:25]2[C:20]=1[CH2:21][CH2:22][CH2:23][C:24]2=[O:29]. The catalyst is CC(N(C)C)=O.C([O-])(=O)C(C)(C)C.[Pd+2].C([O-])(=O)C(C)(C)C.FC1C=CC(P(C2C=CC(F)=CC=2)C2C=CC(F)=CC=2)=CC=1. The product is [Cl:34][C:31]1[CH:32]=[CH:33][C:15]2[C:28]3[C:19](=[C:20]4[CH2:21][CH2:22][CH2:23][C:24](=[O:29])[C:25]4=[CH:26][CH:27]=3)[O:18][CH2:17][C:16]=2[CH:30]=1. The yield is 0.970. (4) The reactants are [NH2:1][C:2]1[N:3]([CH2:24][C:25]2[CH:30]=[CH:29][CH:28]=[CH:27][CH:26]=2)[C:4](=[O:23])[C:5]2([C:15]3[C:10](=[CH:11][CH:12]=[C:13](Br)[CH:14]=3)[O:9][CH:8]([C:17]3[CH:22]=[CH:21][CH:20]=[CH:19][CH:18]=3)[CH2:7]2)[N:6]=1.C([O-])([O-])=O.[Cs+].[Cs+].[C:37]([C:39]1[CH:40]=[C:41](B(O)O)[CH:42]=[CH:43][CH:44]=1)#[N:38]. The catalyst is O1CCOCC1. The product is [NH2:1][C:2]1[N:3]([CH2:24][C:25]2[CH:30]=[CH:29][CH:28]=[CH:27][CH:26]=2)[C:4](=[O:23])[C@@:5]2([C:15]3[C:10](=[CH:11][CH:12]=[C:13]([C:43]4[CH:44]=[C:39]([CH:40]=[CH:41][CH:42]=4)[C:37]#[N:38])[CH:14]=3)[O:9][C@@H:8]([C:17]3[CH:22]=[CH:21][CH:20]=[CH:19][CH:18]=3)[CH2:7]2)[N:6]=1.[NH2:1][C:2]1[N:3]([CH2:24][C:25]2[CH:30]=[CH:29][CH:28]=[CH:27][CH:26]=2)[C:4](=[O:23])[C@@:5]2([C:15]3[C:10](=[CH:11][CH:12]=[C:13]([C:43]4[CH:44]=[C:39]([CH:40]=[CH:41][CH:42]=4)[C:37]#[N:38])[CH:14]=3)[O:9][C@H:8]([C:17]3[CH:22]=[CH:21][CH:20]=[CH:19][CH:18]=3)[CH2:7]2)[N:6]=1. The yield is 0.330. (5) The reactants are [NH:1]1[CH2:6][CH2:5][O:4][C@H:3]([C:7]2[CH:8]=[CH:9][C:10]([NH2:13])=[N:11][CH:12]=2)[CH2:2]1.[CH:14](=O)[CH2:15][CH2:16][CH2:17][CH3:18].C(O[BH-](OC(=O)C)OC(=O)C)(=O)C.[Na+]. The catalyst is O1CCCC1.C(=O)([O-])O.[Na+]. The product is [CH2:14]([N:1]1[CH2:6][CH2:5][O:4][C@H:3]([C:7]2[CH:8]=[CH:9][C:10]([NH2:13])=[N:11][CH:12]=2)[CH2:2]1)[CH2:15][CH2:16][CH2:17][CH3:18]. The yield is 0.610. (6) The reactants are [Cl:1][C:2]1[CH:7]=[CH:6][C:5]([C:8]2[N:9]([CH2:27][C:28](O)=[O:29])[C:10]3[C:15]([C:16]=2[CH:17]2[CH2:22][CH2:21][CH2:20][CH2:19][CH2:18]2)=[CH:14][CH:13]=[C:12]([C:23]([O:25]C)=[O:24])[CH:11]=3)=[CH:4][CH:3]=1.N=C=N.[NH:34]1[CH2:39][CH2:38][O:37][CH2:36][CH2:35]1.B(Br)(Br)Br. The catalyst is C(Cl)Cl. The product is [Cl:1][C:2]1[CH:3]=[CH:4][C:5]([C:8]2[N:9]([CH2:27][C:28]([N:34]3[CH2:39][CH2:38][O:37][CH2:36][CH2:35]3)=[O:29])[C:10]3[C:15]([C:16]=2[CH:17]2[CH2:22][CH2:21][CH2:20][CH2:19][CH2:18]2)=[CH:14][CH:13]=[C:12]([C:23]([OH:25])=[O:24])[CH:11]=3)=[CH:6][CH:7]=1. The yield is 0.0900. (7) The reactants are FC(F)(F)C1(C([O:9][C:10]2[CH:15]=[CH:14][C:13]([C:16]3[CH:21]=[CH:20][C:19]([O:22][CH2:23][CH:24]4[CH2:29][CH2:28][N:27]([C:30]([C:32]5([C:36]([F:39])([F:38])[F:37])[CH2:35][CH2:34][CH2:33]5)=O)[CH2:26][CH2:25]4)=[CH:18][C:17]=3[F:40])=[CH:12][CH:11]=2)=O)CCC1.[H-].[H-].[H-].[H-].[Li+].[Al+3].O. The catalyst is C1COCC1. The product is [F:40][C:17]1[CH:18]=[C:19]([O:22][CH2:23][CH:24]2[CH2:25][CH2:26][N:27]([CH2:30][C:32]3([C:36]([F:37])([F:38])[F:39])[CH2:35][CH2:34][CH2:33]3)[CH2:28][CH2:29]2)[CH:20]=[CH:21][C:16]=1[C:13]1[CH:12]=[CH:11][C:10]([OH:9])=[CH:15][CH:14]=1. The yield is 0.970.